From a dataset of Peptide-MHC class I binding affinity with 185,985 pairs from IEDB/IMGT. Regression. Given a peptide amino acid sequence and an MHC pseudo amino acid sequence, predict their binding affinity value. This is MHC class I binding data. The peptide sequence is GIAWIPYFG. The MHC is HLA-A02:01 with pseudo-sequence HLA-A02:01. The binding affinity (normalized) is 0.269.